This data is from Forward reaction prediction with 1.9M reactions from USPTO patents (1976-2016). The task is: Predict the product of the given reaction. (1) Given the reactants [C:1]1([C:7]2[CH:8]=[C:9]3[C:13](=[C:14]([C:16]([NH2:18])=[O:17])[CH:15]=2)[NH:12][CH:11]=[C:10]3[CH:19]2[CH2:24][CH2:23][NH:22][CH2:21][CH2:20]2)[CH:6]=[CH:5][CH:4]=[CH:3][CH:2]=1.[C:25](Cl)(=[O:27])[CH3:26], predict the reaction product. The product is: [C:25]([N:22]1[CH2:23][CH2:24][CH:19]([C:10]2[C:9]3[C:13](=[C:14]([C:16]([NH2:18])=[O:17])[CH:15]=[C:7]([C:1]4[CH:2]=[CH:3][CH:4]=[CH:5][CH:6]=4)[CH:8]=3)[NH:12][CH:11]=2)[CH2:20][CH2:21]1)(=[O:27])[CH3:26]. (2) Given the reactants [F-].[Cs+].Br[C:4]1[CH:9]=[CH:8][C:7]([N:10]2[C:14]([NH:15][S:16]([CH:19]([CH3:21])[CH3:20])(=[O:18])=[O:17])=[CH:13][CH:12]=[N:11]2)=[CH:6][CH:5]=1.C([C:24]1[CH:29]=[CH:28][CH:27]=[CH:26][C:25]=1B(O)O)#N, predict the reaction product. The product is: [C:4]1([C:24]2[CH:29]=[CH:28][CH:27]=[CH:26][CH:25]=2)[CH:9]=[CH:8][C:7]([N:10]2[C:14]([NH:15][S:16]([CH:19]([CH3:21])[CH3:20])(=[O:18])=[O:17])=[CH:13][CH:12]=[N:11]2)=[CH:6][CH:5]=1. (3) Given the reactants C[O:2][C:3]([CH:5]1[CH:10]([N:11]([CH3:34])[S:12]([C:15]2[CH:20]=[CH:19][C:18]([O:21][CH2:22][C:23]3[C:32]4[C:27](=[CH:28][CH:29]=[CH:30][CH:31]=4)[N:26]=[C:25]([CH3:33])[CH:24]=3)=[CH:17][CH:16]=2)(=[O:14])=[O:13])[CH2:9][CH2:8][O:7][CH2:6]1)=[O:4].[OH-].[Li+].Cl, predict the reaction product. The product is: [CH3:34][N:11]([S:12]([C:15]1[CH:16]=[CH:17][C:18]([O:21][CH2:22][C:23]2[C:32]3[C:27](=[CH:28][CH:29]=[CH:30][CH:31]=3)[N:26]=[C:25]([CH3:33])[CH:24]=2)=[CH:19][CH:20]=1)(=[O:13])=[O:14])[CH:10]1[CH2:9][CH2:8][O:7][CH2:6][CH:5]1[C:3]([OH:4])=[O:2]. (4) Given the reactants C(OC([N:11]1[C:14]2([CH2:19][CH2:18][CH2:17][N:16]([C:20]3[C:21]4[CH:28]=[CH:27][NH:26][C:22]=4[N:23]=[CH:24][N:25]=3)[CH2:15]2)[CH:13]([CH3:29])[CH2:12]1)=O)C1C=CC=CC=1, predict the reaction product. The product is: [CH3:29][CH:13]1[C:14]2([CH2:19][CH2:18][CH2:17][N:16]([C:20]3[C:21]4[CH:28]=[CH:27][NH:26][C:22]=4[N:23]=[CH:24][N:25]=3)[CH2:15]2)[NH:11][CH2:12]1. (5) Given the reactants [N+:1]([C:4]1[CH:5]=[CH:6][C:7]([O:11][C:12]([F:15])([F:14])[F:13])=[C:8]([CH:10]=1)[NH2:9])([O-:3])=[O:2].N1C=CC=CC=1.[Cl:22][CH2:23][C:24](Cl)=[O:25], predict the reaction product. The product is: [Cl:22][CH2:23][C:24]([NH:9][C:8]1[CH:10]=[C:4]([N+:1]([O-:3])=[O:2])[CH:5]=[CH:6][C:7]=1[O:11][C:12]([F:13])([F:14])[F:15])=[O:25]. (6) Given the reactants [I:1][C:2]([I:34])=[CH:3][C@@H:4]1[O:8][C:7]([CH3:10])([CH3:9])[O:6][C@@H:5]1[CH:11]([OH:33])[CH2:12][O:13][C:14]([C:27]1[CH:32]=[CH:31][CH:30]=[CH:29][CH:28]=1)([C:21]1[CH:26]=[CH:25][CH:24]=[CH:23][CH:22]=1)[C:15]1[CH:20]=[CH:19][CH:18]=[CH:17][CH:16]=1.[Cr](O[Cr]([O-])(=O)=O)([O-])(=O)=O.[NH+]1C=CC=CC=1.[NH+]1C=CC=CC=1, predict the reaction product. The product is: [I:34][C:2]([I:1])=[CH:3][C@@H:4]1[O:8][C:7]([CH3:10])([CH3:9])[O:6][C@@H:5]1[C:11](=[O:33])[CH2:12][O:13][C:14]([C:27]1[CH:32]=[CH:31][CH:30]=[CH:29][CH:28]=1)([C:15]1[CH:20]=[CH:19][CH:18]=[CH:17][CH:16]=1)[C:21]1[CH:26]=[CH:25][CH:24]=[CH:23][CH:22]=1.